From a dataset of Catalyst prediction with 721,799 reactions and 888 catalyst types from USPTO. Predict which catalyst facilitates the given reaction. (1) Product: [Cl:1][C:2]1[N:7]=[CH:6][C:5]([CH2:8][N:9]2[CH2:10][CH2:11][NH:12][C:17]2=[CH:16][C:15](=[O:22])[C:14]([F:24])([F:23])[F:13])=[CH:4][CH:3]=1. The catalyst class is: 10. Reactant: [Cl:1][C:2]1[N:7]=[CH:6][C:5]([CH2:8][NH:9][CH2:10][CH2:11][NH2:12])=[CH:4][CH:3]=1.[F:13][C:14]([F:24])([F:23])[C:15](=[O:22])[CH:16]=[C:17](SC)SC. (2) Reactant: Cl.[CH2:2]([O:4][C:5]([N:7]1[C:11]([NH:12][C:13](=[O:32])[C:14]2[CH:19]=[CH:18][CH:17]=[CH:16][C:15]=2[CH2:20][N:21]2[C:29](=[O:30])[C:28]3[C:23](=[CH:24][CH:25]=[CH:26][CH:27]=3)[C:22]2=[O:31])=[C:10]2[CH2:33][NH:34][C:35]([CH3:37])([CH3:36])[C:9]2=[N:8]1)=[O:6])[CH3:3].C(N(CC)C(C)C)(C)C.[F:47][C:48]1[CH:49]=[C:50]([S:55](Cl)(=[O:57])=[O:56])[CH:51]=[C:52]([F:54])[CH:53]=1. Product: [CH2:2]([O:4][C:5]([N:7]1[C:11]([NH:12][C:13](=[O:32])[C:14]2[CH:19]=[CH:18][CH:17]=[CH:16][C:15]=2[CH2:20][N:21]2[C:29](=[O:30])[C:28]3[C:23](=[CH:24][CH:25]=[CH:26][CH:27]=3)[C:22]2=[O:31])=[C:10]2[CH2:33][N:34]([S:55]([C:50]3[CH:49]=[C:48]([F:47])[CH:53]=[C:52]([F:54])[CH:51]=3)(=[O:57])=[O:56])[C:35]([CH3:36])([CH3:37])[C:9]2=[N:8]1)=[O:6])[CH3:3]. The catalyst class is: 4.